From a dataset of Full USPTO retrosynthesis dataset with 1.9M reactions from patents (1976-2016). Predict the reactants needed to synthesize the given product. (1) The reactants are: [F:1][C:2]([F:31])([F:30])[C:3]1[CH:4]=[C:5]([C:13]([C:15]2([NH:19][C:20](=[O:29])[O:21][CH2:22][C:23]3[CH:28]=[CH:27][CH:26]=[CH:25][CH:24]=3)[CH2:18][CH2:17][CH2:16]2)=[O:14])[CH:6]=[C:7]([C:9]([F:12])([F:11])[F:10])[CH:8]=1.[H-].[H-].[H-].[H-].[Li+].[Al+3]. Given the product [F:1][C:2]([F:30])([F:31])[C:3]1[CH:4]=[C:5]([CH:13]([OH:14])[C:15]2([NH:19][C:20](=[O:29])[O:21][CH2:22][C:23]3[CH:24]=[CH:25][CH:26]=[CH:27][CH:28]=3)[CH2:16][CH2:17][CH2:18]2)[CH:6]=[C:7]([C:9]([F:12])([F:10])[F:11])[CH:8]=1, predict the reactants needed to synthesize it. (2) The reactants are: [CH:1]1([C:4]2[C:5]([CH:31]3[CH2:34][C:33]([F:36])([F:35])[CH2:32]3)=[CH:6][C:7]([O:29][CH3:30])=[C:8]([CH:28]=2)[CH2:9][CH:10]2[C:13]3([CH2:17][C:16]([CH:18]4[CH2:23][C:22]([CH3:27])([C:24]([O-:26])=[O:25])[CH2:21][CH2:20][NH:19]4)=[N:15][O:14]3)[CH2:12][NH:11]2)[CH2:3][CH2:2]1.[OH-].[Na+].CO.Cl. Given the product [CH:1]1([C:4]2[C:5]([CH:31]3[CH2:32][C:33]([F:36])([F:35])[CH2:34]3)=[CH:6][C:7]([O:29][CH3:30])=[C:8]([CH:28]=2)[CH2:9][CH:10]2[C:13]3([CH2:17][C:16]([CH:18]4[CH2:23][C:22]([CH3:27])([C:24]([OH:26])=[O:25])[CH2:21][CH2:20][NH:19]4)=[N:15][O:14]3)[CH2:12][NH:11]2)[CH2:2][CH2:3]1, predict the reactants needed to synthesize it. (3) Given the product [Br:1][C:2]1[CH:7]=[CH:6][C:5]([C:8]2([C:11]([N:13]3[CH2:17][C@H:16]([S:18]([C:21]4[CH:26]=[CH:25][CH:24]=[CH:23][C:22]=4[Cl:27])(=[O:19])=[O:20])[CH2:15][C@H:14]3[C:28]([NH:31][C@@H:32]([CH2:41][CH2:42][CH3:43])[C:33](=[O:40])[C:34]([NH:36][CH:37]3[CH2:39][CH2:38]3)=[O:35])=[O:30])=[O:12])[CH2:10][CH2:9]2)=[CH:4][CH:3]=1, predict the reactants needed to synthesize it. The reactants are: [Br:1][C:2]1[CH:7]=[CH:6][C:5]([C:8]2([C:11]([N:13]3[CH2:17][C@H:16]([S:18]([C:21]4[CH:26]=[CH:25][CH:24]=[CH:23][C:22]=4[Cl:27])(=[O:20])=[O:19])[CH2:15][C@H:14]3[C:28]([OH:30])=O)=[O:12])[CH2:10][CH2:9]2)=[CH:4][CH:3]=1.[NH2:31][C@@H:32]([CH2:41][CH2:42][CH3:43])[C@H:33]([OH:40])[C:34]([NH:36][CH:37]1[CH2:39][CH2:38]1)=[O:35].